This data is from Retrosynthesis with 50K atom-mapped reactions and 10 reaction types from USPTO. The task is: Predict the reactants needed to synthesize the given product. (1) Given the product CC1(C)OCc2cc([C@@H]3CN(CCc4cccc(COCCCc5c(Cl)cccc5Cl)c4)C(=O)O3)ccc2O1, predict the reactants needed to synthesize it. The reactants are: CC1(C)OCc2cc([C@@H]3CN(CCc4cccc(CO)c4)C(=O)O3)ccc2O1.Clc1cccc(Cl)c1CCCBr. (2) Given the product OCc1cccc(-c2cscn2)c1, predict the reactants needed to synthesize it. The reactants are: CCOC(=O)c1cccc(-c2cscn2)c1. (3) Given the product Cc1cc(C)c(C(C(=O)Nc2ccccc2Cl)=C2C(=O)Nc3ccccc32)[nH]1, predict the reactants needed to synthesize it. The reactants are: Cc1cc(C)c(C(C(=O)O)=C2C(=O)Nc3ccccc32)[nH]1.Nc1ccccc1Cl. (4) Given the product Cc1cc(C(=O)N2CCN(C(=O)OC(C)(C)C)CC2CC(=O)O)c(-c2ccccc2)n1-c1ccccc1, predict the reactants needed to synthesize it. The reactants are: COC(=O)CC1CN(C(=O)OC(C)(C)C)CCN1C(=O)c1cc(C)n(-c2ccccc2)c1-c1ccccc1.